Dataset: Full USPTO retrosynthesis dataset with 1.9M reactions from patents (1976-2016). Task: Predict the reactants needed to synthesize the given product. Given the product [O:28]=[C:27]1[C:26](=[CH:1][C:3]2[O:7][C:6]([C:8]3[CH:9]=[CH:10][C:11]([C:12]#[N:13])=[CH:14][CH:15]=3)=[CH:5][CH:4]=2)[S:25][C:24](=[S:29])[N:23]1[CH2:22][C:18]1[CH:17]=[N:16][CH:21]=[CH:20][CH:19]=1, predict the reactants needed to synthesize it. The reactants are: [CH:1]([C:3]1[O:7][C:6]([C:8]2[CH:15]=[CH:14][C:11]([C:12]#[N:13])=[CH:10][CH:9]=2)=[CH:5][CH:4]=1)=O.[N:16]1[CH:21]=[CH:20][CH:19]=[C:18]([CH2:22][N:23]2[C:27](=[O:28])[CH2:26][S:25][C:24]2=[S:29])[CH:17]=1.